Task: Regression. Given two drug SMILES strings and cell line genomic features, predict the synergy score measuring deviation from expected non-interaction effect.. Dataset: NCI-60 drug combinations with 297,098 pairs across 59 cell lines Drug 1: CC1=C2C(C(=O)C3(C(CC4C(C3C(C(C2(C)C)(CC1OC(=O)C(C(C5=CC=CC=C5)NC(=O)OC(C)(C)C)O)O)OC(=O)C6=CC=CC=C6)(CO4)OC(=O)C)OC)C)OC. Drug 2: C(CN)CNCCSP(=O)(O)O. Cell line: CAKI-1. Synergy scores: CSS=43.1, Synergy_ZIP=2.38, Synergy_Bliss=2.02, Synergy_Loewe=-24.7, Synergy_HSA=2.32.